Task: Regression/Classification. Given a drug SMILES string, predict its absorption, distribution, metabolism, or excretion properties. Task type varies by dataset: regression for continuous measurements (e.g., permeability, clearance, half-life) or binary classification for categorical outcomes (e.g., BBB penetration, CYP inhibition). Dataset: cyp2c9_veith.. Dataset: CYP2C9 inhibition data for predicting drug metabolism from PubChem BioAssay The drug is COc1ccccc1-c1cncnc1N(C)Cc1ccco1. The result is 0 (non-inhibitor).